From a dataset of Forward reaction prediction with 1.9M reactions from USPTO patents (1976-2016). Predict the product of the given reaction. (1) Given the reactants [C:1]([O:5][C:6]([C:8]1([CH2:11][CH:12]=O)[CH2:10][CH2:9]1)=[O:7])([CH3:4])([CH3:3])[CH3:2].[C:14]([O:18][C:19](=[O:29])[CH2:20][NH:21][CH2:22][C:23]1[CH:28]=[CH:27][CH:26]=[CH:25][CH:24]=1)([CH3:17])([CH3:16])[CH3:15].C(O[BH-](OC(=O)C)OC(=O)C)(=O)C.[Na+].CC(O)=O.C([O-])(O)=O.[Na+], predict the reaction product. The product is: [C:1]([O:5][C:6]([C:8]1([CH2:11][CH2:12][N:21]([CH2:22][C:23]2[CH:28]=[CH:27][CH:26]=[CH:25][CH:24]=2)[CH2:20][C:19]([O:18][C:14]([CH3:17])([CH3:15])[CH3:16])=[O:29])[CH2:9][CH2:10]1)=[O:7])([CH3:2])([CH3:3])[CH3:4]. (2) Given the reactants CC1C=CC(S([NH:11][C:12]2[CH:17]=[N:16][CH:15]=[CH:14][N:13]=2)(=O)=O)=CC=1.I[CH2:19][C:20]([NH2:22])=O.CCN(C(C)C)C(C)C.O.[F:40][C:39]([F:42])([F:41])[C:38](O[C:38](=[O:43])[C:39]([F:42])([F:41])[F:40])=[O:43], predict the reaction product. The product is: [F:42][C:39]([F:40])([F:41])[C:38]([NH:22][C:20]1[N:11]=[C:12]2[CH:17]=[N:16][CH:15]=[CH:14][N:13]2[CH:19]=1)=[O:43].